Task: Predict which catalyst facilitates the given reaction.. Dataset: Catalyst prediction with 721,799 reactions and 888 catalyst types from USPTO Reactant: [C:1]([O:5][C:6](=[O:33])[N:7]([CH3:32])[CH2:8][C:9]#[C:10][C:11]1[CH:16]=[CH:15][C:14]([C:17](=[O:31])[C:18]2[CH:23]=[CH:22][C:21]([O:24][CH:25]3[CH2:30][CH2:29][CH2:28][CH2:27][O:26]3)=[CH:20][CH:19]=2)=[CH:13][N:12]=1)([CH3:4])([CH3:3])[CH3:2]. Product: [CH3:32][N:7]([CH2:8][CH2:9][CH2:10][C:11]1[CH:16]=[CH:15][C:14]([C:17](=[O:31])[C:18]2[CH:23]=[CH:22][C:21]([O:24][CH:25]3[CH2:30][CH2:29][CH2:28][CH2:27][O:26]3)=[CH:20][CH:19]=2)=[CH:13][N:12]=1)[C:6](=[O:33])[O:5][C:1]([CH3:4])([CH3:2])[CH3:3]. The catalyst class is: 227.